From a dataset of Catalyst prediction with 721,799 reactions and 888 catalyst types from USPTO. Predict which catalyst facilitates the given reaction. (1) Reactant: O=C1C2C(=CC=CC=2)C(=O)[N:3]1[CH2:12][C:13]1[N:18]=[C:17]([N+:19]([O-:21])=[O:20])[C:16]([O:22][CH2:23][CH2:24][O:25][C:26](=[O:28])[CH3:27])=[CH:15][CH:14]=1.O.NN.C(OCC)(=O)C. Product: [NH2:3][CH2:12][C:13]1[N:18]=[C:17]([N+:19]([O-:21])=[O:20])[C:16]([O:22][CH2:23][CH2:24][O:25][C:26](=[O:28])[CH3:27])=[CH:15][CH:14]=1. The catalyst class is: 8. (2) Reactant: [CH3:1][O:2][C:3]1[CH:4]=[C:5]2[C:10](=[CH:11][C:12]=1[CH3:13])[NH:9][CH:8]=[C:7]([C:14]([O:16]CC)=[O:15])[C:6]2=[O:19]. Product: [CH3:1][O:2][C:3]1[CH:4]=[C:5]2[C:10](=[CH:11][C:12]=1[CH3:13])[NH:9][CH:8]=[C:7]([C:14]([OH:16])=[O:15])[C:6]2=[O:19]. The catalyst class is: 74. (3) Reactant: [CH2:1]([N:8]1[C:13](=[O:14])[C:12]2=[CH:15][CH:16]=[C:17]([Cl:18])[N:11]2[N:10]=[C:9]1[CH3:19])[C:2]1[CH:7]=[CH:6][CH:5]=[CH:4][CH:3]=1.CO[CH:22](OC)[N:23]([CH3:25])[CH3:24].[O-]S([O-])(=O)=O.[Mg+2]. Product: [CH2:1]([N:8]1[C:13](=[O:14])[C:12]2=[CH:15][CH:16]=[C:17]([Cl:18])[N:11]2[N:10]=[C:9]1[CH:19]=[CH:22][N:23]([CH3:25])[CH3:24])[C:2]1[CH:7]=[CH:6][CH:5]=[CH:4][CH:3]=1. The catalyst class is: 3.